From a dataset of Reaction yield outcomes from USPTO patents with 853,638 reactions. Predict the reaction yield, written as a fraction of the theoretical maximum amount of product (1.0 means a 100% yield; for example, 0.34 means a 34% yield). The reactants are [CH3:1][O:2][C:3]([C:5]1[CH:14]=[N:13][CH:12]=[C:11]2[C:6]=1[CH2:7][CH2:8][N:9]([C:15]1[CH:16]=[C:17]([CH:21]=[CH:22][CH:23]=1)[C:18](O)=[O:19])[CH2:10]2)=[O:4].C(N(CC)CC)C.CCCP(=O)=O.[F:37][C:38]([F:47])([F:46])[C:39]1[CH:40]=[C:41]([CH:43]=[CH:44][CH:45]=1)[NH2:42]. The catalyst is CN(C1C=CN=CC=1)C.ClCCCl. The product is [F:37][C:38]([F:46])([F:47])[C:39]1[CH:40]=[C:41]([NH:42][C:18]([C:17]2[CH:16]=[C:15]([N:9]3[CH2:10][C:11]4[CH:12]=[N:13][CH:14]=[C:5]([C:3]([O:2][CH3:1])=[O:4])[C:6]=4[CH2:7][CH2:8]3)[CH:23]=[CH:22][CH:21]=2)=[O:19])[CH:43]=[CH:44][CH:45]=1. The yield is 0.550.